From a dataset of Reaction yield outcomes from USPTO patents with 853,638 reactions. Predict the reaction yield, written as a fraction of the theoretical maximum amount of product (1.0 means a 100% yield; for example, 0.34 means a 34% yield). (1) The reactants are Cl[C:2]1[C:11]([N+:12]([O-:14])=[O:13])=[CH:10][CH:9]=[CH:8][C:3]=1[C:4]([O:6][CH3:7])=[O:5].B(O)O.[C:18]([O-:21])([O-])=O.[Na+].[Na+].[CH2:24]1[CH2:28]O[CH2:26][CH2:25]1. The catalyst is C1C=CC([P]([Pd]([P](C2C=CC=CC=2)(C2C=CC=CC=2)C2C=CC=CC=2)([P](C2C=CC=CC=2)(C2C=CC=CC=2)C2C=CC=CC=2)[P](C2C=CC=CC=2)(C2C=CC=CC=2)C2C=CC=CC=2)(C2C=CC=CC=2)C2C=CC=CC=2)=CC=1. The product is [CH3:7][O:6][C:4](=[O:5])[C:3]1[CH:8]=[CH:9][CH:10]=[C:11]([N+:12]([O-:14])=[O:13])[C:2]=1[C:24]1[CH:28]=[CH:11][C:2]2[CH2:3][CH:8]([O:21][CH3:18])[CH2:9][CH2:10][C:26]=2[CH:25]=1. The yield is 0.430. (2) The reactants are [Cl:1][C:2]1[CH:3]=[CH:4][C:5]([NH2:8])=[N:6][CH:7]=1.C([O:11][C:12]([C:14]1[N:15]=[C:16]2[CH:21]=[CH:20][C:19]([N:22]3[CH2:27][CH2:26][N:25]([C:28](=[O:39])[C:29]4[CH:34]=[CH:33][CH:32]=[CH:31][C:30]=4[C:35]([F:38])([F:37])[F:36])[CH2:24][CH2:23]3)=[N:18][N:17]2[CH:40]=1)=O)C. No catalyst specified. The product is [Cl:1][C:2]1[CH:3]=[CH:4][C:5]([NH:8][C:12]([C:14]2[N:15]=[C:16]3[CH:21]=[CH:20][C:19]([N:22]4[CH2:23][CH2:24][N:25]([C:28](=[O:39])[C:29]5[CH:34]=[CH:33][CH:32]=[CH:31][C:30]=5[C:35]([F:36])([F:38])[F:37])[CH2:26][CH2:27]4)=[N:18][N:17]3[CH:40]=2)=[O:11])=[N:6][CH:7]=1. The yield is 0.240. (3) The reactants are F[C:2]1[CH:9]=[C:8]([C:10]2[CH:15]=[CH:14][C:13]([C:16]([F:19])([F:18])[F:17])=[CH:12][CH:11]=2)[CH:7]=[CH:6][C:3]=1[C:4]#[N:5].[CH3:20][SH:21].[Na]. The catalyst is CN(C)C=O. The product is [CH3:20][S:21][C:2]1[CH:9]=[C:8]([C:10]2[CH:15]=[CH:14][C:13]([C:16]([F:19])([F:18])[F:17])=[CH:12][CH:11]=2)[CH:7]=[CH:6][C:3]=1[C:4]#[N:5]. The yield is 0.750. (4) The product is [F:18][C:13]1[CH:12]=[C:11]([NH:10][C:8]([C:3]2[C:4]([CH3:7])=[N:5][S:6][C:2]=2[NH:1][C:20]2[N:21]=[CH:22][C:23]([C:26]([O:28][CH3:29])=[O:27])=[N:24][CH:25]=2)=[O:9])[CH:16]=[CH:15][C:14]=1[F:17]. The reactants are [NH2:1][C:2]1[S:6][N:5]=[C:4]([CH3:7])[C:3]=1[C:8]([NH:10][C:11]1[CH:16]=[CH:15][C:14]([F:17])=[C:13]([F:18])[CH:12]=1)=[O:9].Cl[C:20]1[N:21]=[CH:22][C:23]([C:26]([O:28][CH3:29])=[O:27])=[N:24][CH:25]=1.C(=O)([O-])[O-].[Cs+].[Cs+].CC1(C)C2C(=C(P(C3C=CC=CC=3)C3C=CC=CC=3)C=CC=2)OC2C(P(C3C=CC=CC=3)C3C=CC=CC=3)=CC=CC1=2. The catalyst is O1CCOCC1.CN(C=O)C.C([O-])(=O)C.[Pd+2].C([O-])(=O)C. The yield is 0.340. (5) The reactants are [O:1]1[C:5]2[CH:6]=[C:7]([S:10][CH2:11][CH2:12][C:13]([O:15][CH2:16][CH:17]([CH2:22][CH3:23])[CH2:18][CH2:19][CH2:20][CH3:21])=[O:14])[CH:8]=[CH:9][C:4]=2[CH2:3][CH2:2]1.C1C(=O)N([Br:31])C(=O)C1. The catalyst is CC#N. The product is [Br:31][C:8]1[C:7]([S:10][CH2:11][CH2:12][C:13]([O:15][CH2:16][CH:17]([CH2:22][CH3:23])[CH2:18][CH2:19][CH2:20][CH3:21])=[O:14])=[CH:6][C:5]2[O:1][CH2:2][CH2:3][C:4]=2[CH:9]=1. The yield is 0.710. (6) The reactants are [Br:1][C:2]1[C:15](=[O:16])[N:14]([CH:17]2[CH2:21][CH2:20][CH2:19][CH2:18]2)[C:5]2[N:6]=[C:7](S(C)=O)[N:8]=[C:9]([CH3:10])[C:4]=2[CH:3]=1.[OH-].[NH4+:23]. The catalyst is O1CCOCC1. The product is [NH2:23][C:7]1[N:8]=[C:9]([CH3:10])[C:4]2[CH:3]=[C:2]([Br:1])[C:15](=[O:16])[N:14]([CH:17]3[CH2:21][CH2:20][CH2:19][CH2:18]3)[C:5]=2[N:6]=1. The yield is 0.930. (7) The reactants are [CH3:1][C:2]1([OH:12])[CH:9]2[CH2:10][CH:5]3[CH2:6][CH:7]([CH2:11][CH:3]1[CH2:4]3)[CH2:8]2.C(N(CC)CC)C.[F:20][C:21]([CH:24]=[CH:25]C(Cl)=O)([F:23])[F:22].[O:29]1CCC[CH2:30]1. No catalyst specified. The product is [F:23][C:21]([F:20])([F:22])[C:24](=[CH2:25])[C:30]([O:12][C:2]1([CH3:1])[CH:3]2[CH2:11][CH:7]3[CH2:6][CH:5]([CH2:10][CH:9]1[CH2:8]3)[CH2:4]2)=[O:29]. The yield is 0.703. (8) The yield is 0.610. The product is [C:25]([NH:1][CH2:2][C:3]([C:6]1[CH:7]=[C:8]([NH:12][C:13](=[O:24])[C:14]2[CH:19]=[CH:18][C:17]([O:20][CH3:21])=[C:16]([O:22][CH3:23])[CH:15]=2)[CH:9]=[CH:10][CH:11]=1)([CH3:5])[CH3:4])(=[O:27])[CH3:26]. The reactants are [NH2:1][CH2:2][C:3]([C:6]1[CH:7]=[C:8]([NH:12][C:13](=[O:24])[C:14]2[CH:19]=[CH:18][C:17]([O:20][CH3:21])=[C:16]([O:22][CH3:23])[CH:15]=2)[CH:9]=[CH:10][CH:11]=1)([CH3:5])[CH3:4].[C:25](Cl)(=[O:27])[CH3:26].N1C=CC=CC=1. The catalyst is C(Cl)Cl. (9) The reactants are [Br:1][C:2]1[N:7]=[C:6]([NH2:8])[CH:5]=[CH:4][CH:3]=1.[H-].[Na+].CS(O[CH2:16][CH:17]1[CH2:22][O:21][C:20]([CH3:24])([CH3:23])[CH2:19][O:18]1)(=O)=O.NC1C=CC=CN=1. The catalyst is CN(C=O)C.CCOC(C)=O. The product is [Br:1][C:2]1[N:7]=[C:6]([NH:8][CH2:16][CH:17]2[CH2:22][O:21][C:20]([CH3:24])([CH3:23])[CH2:19][O:18]2)[CH:5]=[CH:4][CH:3]=1. The yield is 0.460. (10) The reactants are [Br:1][CH2:2][CH2:3][C@H:4]1[CH2:8][CH2:7][CH2:6][N:5]1[S:9]([C:12]1[CH:20]=[C:19]2[C:15](C=C[NH:18]2)=[CH:14][CH:13]=1)(=[O:11])=[O:10].Cl.ClC1C=C[C:26]([O:27]C2CCNCC2)=CC=1.[C:36](=[O:39])(O)[O-].[Na+].[I-].[Na+]. The catalyst is CN(C)C=O. The product is [Br:1][CH2:2][CH2:3][C@H:4]1[CH2:8][CH2:7][CH2:6][N:5]1[S:9]([C:12]1[CH:13]=[CH:14][C:15]2[O:27][CH2:26][C:36](=[O:39])[NH:18][C:19]=2[CH:20]=1)(=[O:11])=[O:10]. The yield is 0.680.